This data is from Reaction yield outcomes from USPTO patents with 853,638 reactions. The task is: Predict the reaction yield, written as a fraction of the theoretical maximum amount of product (1.0 means a 100% yield; for example, 0.34 means a 34% yield). (1) The reactants are [C:1]([C:3]1[C:8]([O:9][CH2:10][C:11]([CH3:19])([CH3:18])[C:12](=[O:17])[NH:13][CH2:14][CH2:15][CH3:16])=[CH:7][CH:6]=[CH:5][C:4]=1[NH:20][C:21]([NH:23]C(=O)C1C=CC=CC=1)=[O:22])#[N:2].[OH-].[Na+]. The catalyst is CCO. The product is [NH2:2][C:1]1[C:3]2[C:4](=[CH:5][CH:6]=[CH:7][C:8]=2[O:9][CH2:10][C:11]([CH3:19])([CH3:18])[C:12]([NH:13][CH2:14][CH2:15][CH3:16])=[O:17])[NH:20][C:21](=[O:22])[N:23]=1. The yield is 0.760. (2) The reactants are [F:1][C:2]([F:27])([F:26])[CH2:3][N:4]1[C:8]2[N:9]=[C:10]([C:19]3[CH:25]=[CH:24][C:22]([NH2:23])=[CH:21][CH:20]=3)[N:11]=[C:12]([N:13]3[CH2:18][CH2:17][O:16][CH2:15][CH2:14]3)[C:7]=2[CH:6]=[CH:5]1.ClC(Cl)(O[C:32](=[O:38])OC(Cl)(Cl)Cl)Cl.[NH2:40][C:41]1[CH:42]=[N:43][CH:44]=[CH:45][CH:46]=1. No catalyst specified. The product is [N:13]1([C:12]2[C:7]3[CH:6]=[CH:5][N:4]([CH2:3][C:2]([F:26])([F:1])[F:27])[C:8]=3[N:9]=[C:10]([C:19]3[CH:25]=[CH:24][C:22]([NH:23][C:32]([NH:40][C:41]4[CH:42]=[N:43][CH:44]=[CH:45][CH:46]=4)=[O:38])=[CH:21][CH:20]=3)[N:11]=2)[CH2:18][CH2:17][O:16][CH2:15][CH2:14]1. The yield is 0.700. (3) The reactants are [N:1]1([C:7]([O:9][C:10]([CH3:13])([CH3:12])[CH3:11])=[O:8])[CH2:6][CH2:5][NH:4][CH2:3][CH2:2]1.[Cl:14][C:15]1[CH:23]=[C:22]([C:24]2[CH:25]=[N:26][CH:27]=[C:28]([NH:30][C:31]([CH:33]3[CH2:35][CH2:34]3)=[O:32])[CH:29]=2)[CH:21]=[CH:20][C:16]=1[C:17](O)=[O:18].C(N(CC)C(C)C)(C)C.F[P-](F)(F)(F)(F)F.N1(OC(N(C)C)=[N+](C)C)C2C=CC=CC=2N=N1. The catalyst is CN(C=O)C.ClCCl.O. The product is [Cl:14][C:15]1[CH:23]=[C:22]([C:24]2[CH:25]=[N:26][CH:27]=[C:28]([NH:30][C:31]([CH:33]3[CH2:35][CH2:34]3)=[O:32])[CH:29]=2)[CH:21]=[CH:20][C:16]=1[C:17]([N:4]1[CH2:5][CH2:6][N:1]([C:7]([O:9][C:10]([CH3:13])([CH3:12])[CH3:11])=[O:8])[CH2:2][CH2:3]1)=[O:18]. The yield is 1.40. (4) The reactants are Br[C:2]1[CH:7]=[CH:6][C:5]([CH2:8][C:9]([C:11]2[CH:16]=[CH:15][C:14]([OH:17])=[CH:13][C:12]=2[OH:18])=[O:10])=[CH:4][CH:3]=1.[C:19]([Cu])#[N:20].O.CCOC(C)=O. The catalyst is CN(C=O)C. The product is [OH:18][C:12]1[CH:13]=[C:14]([OH:17])[CH:15]=[CH:16][C:11]=1[C:9](=[O:10])[CH2:8][C:5]1[CH:6]=[CH:7][C:2]([C:19]#[N:20])=[CH:3][CH:4]=1. The yield is 0.366. (5) The reactants are C([O:3][C:4]([C:6]1[C:11]2[NH:12][C:13]3[C:18]([C:10]=2[CH:9]=[CH:8][N:7]=1)=[CH:17][CH:16]=[CH:15][CH:14]=3)=O)C.CC(C[AlH]CC(C)C)C. The catalyst is C(Cl)Cl. The product is [C:6]1([CH:4]=[O:3])[C:11]2[NH:12][C:13]3[C:18](=[CH:17][CH:16]=[CH:15][CH:14]=3)[C:10]=2[CH:9]=[CH:8][N:7]=1. The yield is 0.450. (6) The reactants are [Cl:1][C:2]1[CH:3]=[C:4]([CH:19]=[CH:20][CH:21]=1)[CH2:5][O:6][C:7]1[CH:15]=[CH:14][CH:13]=[C:9]([C:10]([OH:12])=O)[C:8]=1[C:16]([OH:18])=O.Cl.[NH2:23][CH:24]1[CH2:30][CH2:29][C:28](=[O:31])[NH:27][C:25]1=[O:26]. The catalyst is N1C=CC=CC=1. The product is [Cl:1][C:2]1[CH:3]=[C:4]([CH:19]=[CH:20][CH:21]=1)[CH2:5][O:6][C:7]1[CH:15]=[CH:14][CH:13]=[C:9]2[C:8]=1[C:16](=[O:18])[N:23]([CH:24]1[CH2:30][CH2:29][C:28](=[O:31])[NH:27][C:25]1=[O:26])[C:10]2=[O:12]. The yield is 0.370. (7) The reactants are [NH2:1][C:2]1[C:3]([C:10]([O:12][CH2:13][CH3:14])=[O:11])=[N:4][C:5]([Cl:9])=[N:6][C:7]=1Cl.[O:15]1[CH2:20][CH2:19][CH:18]([OH:21])[CH2:17][CH2:16]1. No catalyst specified. The product is [NH2:1][C:2]1[C:3]([C:10]([O:12][CH2:13][CH3:14])=[O:11])=[N:4][C:5]([Cl:9])=[N:6][C:7]=1[O:21][CH:18]1[CH2:19][CH2:20][O:15][CH2:16][CH2:17]1. The yield is 0.990.